This data is from Reaction yield outcomes from USPTO patents with 853,638 reactions. The task is: Predict the reaction yield, written as a fraction of the theoretical maximum amount of product (1.0 means a 100% yield; for example, 0.34 means a 34% yield). (1) The reactants are [Br:1][C:2]1[CH:3]=[C:4]([CH3:9])[CH:5]=[C:6](Br)[CH:7]=1.[Cu][C:11]#[N:12]. The catalyst is CN1CCCC1=O. The product is [Br:1][C:2]1[CH:3]=[C:4]([CH3:9])[CH:5]=[C:6]([C:11]#[N:12])[CH:7]=1. The yield is 0.210. (2) The reactants are Cl.Cl.[NH:3]1[CH2:9][CH2:8][CH2:7][CH2:6][CH2:5][NH:4]1.C(N(CC)CC)C.[CH3:17][C:18]1[CH:23]=[C:22]([C:24]#[C:25][CH3:26])[CH:21]=[C:20]([CH3:27])[C:19]=1[CH:28]([C:33](OC)=[O:34])[C:29](OC)=[O:30].[OH-].[Na+]. The catalyst is O. The product is [CH3:17][C:18]1[CH:23]=[C:22]([C:24]#[C:25][CH3:26])[CH:21]=[C:20]([CH3:27])[C:19]=1[CH:28]1[C:33](=[O:34])[N:4]2[CH2:5][CH2:6][CH2:7][CH2:8][CH2:9][N:3]2[C:29]1=[O:30]. The yield is 0.580. (3) The reactants are C(C1C=C(OC)C=C(C2C(O)=C(C(C)(C)C)C=C(OC)C=2)C=1O)(C)(C)C.[CH2:27]([N:29](CC)CC)[CH3:28].C1(O)C(C2C(O)=CC=CC=2)=CC=CC=1.[CH2:48]([N:50]([CH2:53][CH3:54])[CH2:51][CH3:52])[CH3:49].P(Cl)([O-])[O-]. The catalyst is C(#N)C. The product is [C:27](#[N:29])[CH3:28].[CH3:49][CH2:48][N:50]([CH2:53][CH3:54])[CH2:51][CH3:52]. The yield is 0.860. (4) The reactants are [CH3:1][C:2]1([CH3:40])[N:6]([C:7]([O:9][C:10]([CH3:13])([CH3:12])[CH3:11])=[O:8])[C@:5]([CH3:39])([C:14]([NH:16][NH:17][C:18](=O)[C:19]2[CH:24]=[CH:23][C:22]([O:25][CH2:26][CH2:27][CH2:28][CH2:29][CH2:30][CH2:31][CH2:32][CH3:33])=[C:21]([C:34]([F:37])([F:36])[F:35])[CH:20]=2)=O)[CH2:4][O:3]1.COC1C=CC(P2(SP(C3C=CC(OC)=CC=3)(=S)S2)=[S:50])=CC=1. The catalyst is C1(C)C=CC=CC=1. The product is [CH3:1][C:2]1([CH3:40])[N:6]([C:7]([O:9][C:10]([CH3:13])([CH3:12])[CH3:11])=[O:8])[C@@:5]([CH3:39])([C:14]2[S:50][C:18]([C:19]3[CH:24]=[CH:23][C:22]([O:25][CH2:26][CH2:27][CH2:28][CH2:29][CH2:30][CH2:31][CH2:32][CH3:33])=[C:21]([C:34]([F:37])([F:36])[F:35])[CH:20]=3)=[N:17][N:16]=2)[CH2:4][O:3]1. The yield is 0.700. (5) No catalyst specified. The product is [CH2:23]([N:21]1[CH:22]=[C:18]([C:16]2[S:17][C:10]3[C:11](=[N:12][CH:13]=[CH:14][C:9]=3[O:8][C:7]3[CH:6]=[CH:5][C:4]([NH:25][C:26](=[O:32])[C:27]([NH:71][CH2:72][CH2:73][C:74]4[CH:79]=[CH:78][CH:77]=[CH:76][C:75]=4[O:80][CH3:81])=[O:28])=[CH:3][C:2]=3[F:1])[CH:15]=2)[N:19]=[CH:20]1)[CH3:24]. The reactants are [F:1][C:2]1[CH:3]=[C:4]([NH:25][C:26](=[O:32])[C:27](OCC)=[O:28])[CH:5]=[CH:6][C:7]=1[O:8][C:9]1[CH:14]=[CH:13][N:12]=[C:11]2[CH:15]=[C:16]([C:18]3[N:19]=[CH:20][N:21]([CH2:23][CH3:24])[CH:22]=3)[S:17][C:10]=12.FC1C=C(NC(=O)C([NH:71][CH2:72][CH2:73][C:74]2[CH:79]=[CH:78][CH:77]=[CH:76][C:75]=2[O:80][CH3:81])=O)C=CC=1OC1C=CN=C2C=C(C3C=CC(OCCN4CCOCC4)=C(OC)C=3)SC=12. The yield is 0.900. (6) The reactants are [OH:1][C:2]1[CH:3]=[C:4]([C:8]2[N:13]=[C:12]3[N:14]([CH:18]([CH3:20])[CH3:19])[N:15]=[C:16]([CH3:17])[C:11]3=[C:10]([NH:21][CH:22]3[CH2:27][CH2:26][O:25][CH2:24][CH2:23]3)[C:9]=2[C:28](O)=[O:29])[CH:5]=[CH:6][CH:7]=1.Cl.[CH3:32][NH:33][CH3:34].C(N(CC)CC)C.ON1C2N=CC=CC=2N=N1.F[P-](F)(F)(F)(F)F.CN(C(ON1C2=NC=CC=C2N=N1)=[N+](C)C)C. The catalyst is CN(C=O)C.O. The product is [CH3:32][N:33]([CH3:34])[C:28]([C:9]1[C:10]([NH:21][CH:22]2[CH2:27][CH2:26][O:25][CH2:24][CH2:23]2)=[C:11]2[C:16]([CH3:17])=[N:15][N:14]([CH:18]([CH3:19])[CH3:20])[C:12]2=[N:13][C:8]=1[C:4]1[CH:5]=[CH:6][CH:7]=[C:2]([OH:1])[CH:3]=1)=[O:29]. The yield is 0.540. (7) The reactants are [OH:1][C:2]1[CH:9]=[CH:8][C:5]([CH:6]=[O:7])=[CH:4][CH:3]=1.C(=O)([O-])[O-].[K+].[K+].[CH2:16]([O:18][C:19](=[O:24])[CH2:20][CH2:21][CH2:22]Br)[CH3:17]. The catalyst is CN(C)C=O. The product is [CH2:16]([O:18][C:19](=[O:24])[CH2:20][CH2:21][CH2:22][O:1][C:2]1[CH:9]=[CH:8][C:5]([CH:6]=[O:7])=[CH:4][CH:3]=1)[CH3:17]. The yield is 1.00. (8) The reactants are [C:1]([O:4][CH2:5][C:6]([CH3:36])([CH3:35])[CH2:7][N:8]1[C:14]2[CH:15]=[CH:16][C:17]([Cl:19])=[CH:18][C:13]=2[C@@H:12]([C:20]2[CH:25]=[CH:24][CH:23]=[C:22]([O:26][CH3:27])[C:21]=2[O:28][CH3:29])[O:11][C@H:10]([CH2:30][C:31](O)=[O:32])[C:9]1=[O:34])(=[O:3])[CH3:2].S(Cl)(Cl)=O.Cl.[NH2:42][C:43]1[CH:44]=[CH:45][C:46]2[O:50][C:49]([C:51]([O:53][CH2:54][CH3:55])=[O:52])=[C:48]([O:56][CH:57]([CH3:59])[CH3:58])[C:47]=2[CH:60]=1.C(N(CC)CC)C. The catalyst is O1CCCC1.C(OCC)(=O)C.O.CN(C)C=O. The product is [C:1]([O:4][CH2:5][C:6]([CH3:36])([CH3:35])[CH2:7][N:8]1[C:14]2[CH:15]=[CH:16][C:17]([Cl:19])=[CH:18][C:13]=2[C@@H:12]([C:20]2[CH:25]=[CH:24][CH:23]=[C:22]([O:26][CH3:27])[C:21]=2[O:28][CH3:29])[O:11][C@H:10]([CH2:30][C:31]([NH:42][C:43]2[CH:44]=[CH:45][C:46]3[O:50][C:49]([C:51]([O:53][CH2:54][CH3:55])=[O:52])=[C:48]([O:56][CH:57]([CH3:59])[CH3:58])[C:47]=3[CH:60]=2)=[O:32])[C:9]1=[O:34])(=[O:3])[CH3:2]. The yield is 0.624.